From a dataset of Forward reaction prediction with 1.9M reactions from USPTO patents (1976-2016). Predict the product of the given reaction. (1) Given the reactants [Cl:1][C:2]1[C:3]([N:8]2[C:12]([C:13]([O:15][CH3:16])=[O:14])=[CH:11][C:10]([CH2:17]O)=[N:9]2)=[N:4][CH:5]=[CH:6][CH:7]=1.O=S(Cl)[Cl:21], predict the reaction product. The product is: [Cl:21][CH2:17][C:10]1[CH:11]=[C:12]([C:13]([O:15][CH3:16])=[O:14])[N:8]([C:3]2[C:2]([Cl:1])=[CH:7][CH:6]=[CH:5][N:4]=2)[N:9]=1. (2) Given the reactants [C:1]([O:5][C:6]([NH:8][C@@H:9]1[CH2:14][CH2:13][C@H:12]([OH:15])[CH2:11][CH2:10]1)=[O:7])([CH3:4])([CH3:3])[CH3:2].[CH3:16][C:17]1[CH:22]=[CH:21][C:20]([S:23](Cl)(=[O:25])=[O:24])=[CH:19][CH:18]=1, predict the reaction product. The product is: [C:1]([O:5][C:6]([NH:8][C@@H:9]1[CH2:10][CH2:11][C@H:12]([O:15][S:23]([C:20]2[CH:21]=[CH:22][C:17]([CH3:16])=[CH:18][CH:19]=2)(=[O:25])=[O:24])[CH2:13][CH2:14]1)=[O:7])([CH3:4])([CH3:2])[CH3:3].